The task is: Predict the reaction yield, written as a fraction of the theoretical maximum amount of product (1.0 means a 100% yield; for example, 0.34 means a 34% yield).. This data is from Reaction yield outcomes from USPTO patents with 853,638 reactions. (1) The reactants are [C:1]1([N:7]2[C:15]3[CH2:14][CH2:13][NH:12][CH:11]([C:16](OCC)=[O:17])[C:10]=3[N:9]=[CH:8]2)[CH:6]=[CH:5][CH:4]=[CH:3][CH:2]=1.[H-].[H-].[H-].[H-].[Li+].[Al+3]. The catalyst is C1COCC1. The product is [C:1]1([N:7]2[C:15]3[CH2:14][CH2:13][NH:12][CH:11]([CH2:16][OH:17])[C:10]=3[N:9]=[CH:8]2)[CH:2]=[CH:3][CH:4]=[CH:5][CH:6]=1. The yield is 0.710. (2) The reactants are [F:1][C:2]1[CH:3]=[C:4]([CH:20]=[CH:21][C:22]=1[F:23])[C:5]([N:7]1[CH:16](C(O)=O)[CH2:15][C:14]2[C:9](=[CH:10][CH:11]=[CH:12][CH:13]=2)[CH2:8]1)=O.[C:24]([C:30]([O:32][CH3:33])=[O:31])#[C:25][C:26]([O:28][CH3:29])=[O:27]. The catalyst is C(OC(=O)C)(=O)C. The product is [CH3:29][O:28][C:26]([C:25]1[C:24]([C:30]([O:32][CH3:33])=[O:31])=[C:5]([C:4]2[CH:20]=[CH:21][C:22]([F:23])=[C:2]([F:1])[CH:3]=2)[N:7]2[C:16]=1[CH2:15][C:14]1[CH:13]=[CH:12][CH:11]=[CH:10][C:9]=1[CH2:8]2)=[O:27]. The yield is 0.786.